From a dataset of Forward reaction prediction with 1.9M reactions from USPTO patents (1976-2016). Predict the product of the given reaction. Given the reactants [CH:1]1([C:4]2[C:9]([CH2:10][NH:11][CH3:12])=[CH:8][N:7]=[C:6]([C:13]3[CH:18]=[CH:17][C:16]([C:19]([F:22])([F:21])[F:20])=[CH:15][CH:14]=3)[N:5]=2)[CH2:3][CH2:2]1.[CH2:23]([O:25][C:26]([C:28]([CH3:42])([O:30][C:31]1[CH:32]=[C:33]([CH:37]=[C:38]([O:40][CH3:41])[CH:39]=1)[C:34]([OH:36])=O)[CH3:29])=[O:27])[CH3:24].OC1C=C(C=C(OC)C=1)C=O.C(CC(Br)(C)C([O-])=O)C.Cl([O-])=O.[Na+], predict the reaction product. The product is: [CH2:23]([O:25][C:26](=[O:27])[C:28]([O:30][C:31]1[CH:39]=[C:38]([O:40][CH3:41])[CH:37]=[C:33]([C:34](=[O:36])[N:11]([CH2:10][C:9]2[C:4]([CH:1]3[CH2:3][CH2:2]3)=[N:5][C:6]([C:13]3[CH:18]=[CH:17][C:16]([C:19]([F:22])([F:21])[F:20])=[CH:15][CH:14]=3)=[N:7][CH:8]=2)[CH3:12])[CH:32]=1)([CH3:29])[CH3:42])[CH3:24].